From a dataset of Forward reaction prediction with 1.9M reactions from USPTO patents (1976-2016). Predict the product of the given reaction. (1) Given the reactants [Cl:1][C:2]1[CH:7]=[CH:6][C:5]([NH:8][C:9](=[O:16])[CH2:10][C:11]([O:13][CH2:14][CH3:15])=[O:12])=[CH:4][CH:3]=1.[C:17]1[CH:22]=[CH:21][CH:20]=[CH:19][C:18]#1.[F-].[Cs+], predict the reaction product. The product is: [Cl:1][C:2]1[CH:3]=[CH:4][C:5]([NH:8][C:9](=[O:16])[C:10]([C:2]2[CH:7]=[CH:6][CH:5]=[CH:4][CH:3]=2)([C:17]2[CH:22]=[CH:21][CH:20]=[CH:19][CH:18]=2)[C:11]([O:13][CH2:14][CH3:15])=[O:12])=[CH:6][CH:7]=1. (2) Given the reactants [NH2:1][C:2]1[N:3]=[C:4]([Cl:29])[C:5]2[C:10]([C:11]#[C:12][C@:13]([CH3:17])([OH:16])[CH2:14][OH:15])=[CH:9][N:8]([CH2:18][C:19]3[C:24]([CH3:25])=[C:23]([O:26][CH3:27])[C:22]([CH3:28])=[CH:21][N:20]=3)[C:6]=2[N:7]=1.[CH3:30][O:31][C@@:32]([C:40]1[CH:45]=[CH:44][CH:43]=[CH:42][CH:41]=1)([C:36]([F:39])([F:38])[F:37])[C:33](Cl)=[O:34].CCN(CC)CC.CCOC(C)=O.C(Cl)Cl, predict the reaction product. The product is: [F:37][C:36]([F:38])([F:39])[C@@:32]([O:31][CH3:30])([C:40]1[CH:45]=[CH:44][CH:43]=[CH:42][CH:41]=1)[C:33]([O:15][CH2:14][C@:13]([OH:16])([CH3:17])[C:12]#[C:11][C:10]1[C:5]2[C:4]([Cl:29])=[N:3][C:2]([NH2:1])=[N:7][C:6]=2[N:8]([CH2:18][C:19]2[C:24]([CH3:25])=[C:23]([O:26][CH3:27])[C:22]([CH3:28])=[CH:21][N:20]=2)[CH:9]=1)=[O:34]. (3) Given the reactants [C:1]([O:5][C:6]([N:8]1[CH2:13][CH2:12][CH:11]([O:14][C:15]2[N:16]=[N:17][C:18]([CH2:36][CH2:37][CH2:38][CH3:39])=[C:19]([C:21]3[CH:26]=[CH:25][C:24]([O:27][CH:28]4[CH2:33][CH2:32][CH2:31][CH2:30][CH2:29]4)=[C:23]([C:34]#[N:35])[CH:22]=3)[CH:20]=2)[CH2:10][CH2:9]1)=[O:7])([CH3:4])([CH3:3])[CH3:2].[N:40]([Sn](C)(C)C)=[N+:41]=[N-:42].C1(C)C=CC=CC=1.Cl, predict the reaction product. The product is: [C:1]([O:5][C:6]([N:8]1[CH2:9][CH2:10][CH:11]([O:14][C:15]2[N:16]=[N:17][C:18]([CH2:36][CH2:37][CH2:38][CH3:39])=[C:19]([C:21]3[CH:26]=[CH:25][C:24]([O:27][CH:28]4[CH2:29][CH2:30][CH2:31][CH2:32][CH2:33]4)=[C:23]([C:34]4[NH:42][N:41]=[N:40][N:35]=4)[CH:22]=3)[CH:20]=2)[CH2:12][CH2:13]1)=[O:7])([CH3:4])([CH3:3])[CH3:2]. (4) The product is: [NH2:1][C@H:2]([C:8]([O-:10])=[O:9])[CH2:3][CH2:4][C:5]([O-:7])=[O:6].[CH2:11]([N+:27]([CH3:30])([CH3:28])[CH3:29])[CH2:12][CH2:13][CH2:14][CH2:15][CH2:16][CH2:17][CH2:18][CH2:19][CH2:20][CH2:21][CH2:22][CH2:23][CH2:24][CH2:25][CH3:26].[CH2:8]([N+:27]([CH3:29])([CH3:28])[CH3:11])[CH2:2][CH2:3][CH2:4][CH2:5][CH2:12][CH2:13][CH2:14][CH2:15][CH2:16][CH2:17][CH2:18][CH2:19][CH2:20][CH2:21][CH3:22]. Given the reactants [NH2:1][C@H:2]([C:8]([O-:10])=[O:9])[CH2:3][CH2:4][C:5]([O-:7])=[O:6].[CH2:11]([N+:27]([CH3:30])([CH3:29])[CH3:28])[CH2:12][CH2:13][CH2:14][CH2:15][CH2:16][CH2:17][CH2:18][CH2:19][CH2:20][CH2:21][CH2:22][CH2:23][CH2:24][CH2:25][CH3:26], predict the reaction product. (5) Given the reactants O=[C:2]1[CH2:7][CH2:6][N:5]([C:8]2[CH:13]=[CH:12][C:11]([CH2:14][C:15]([OH:17])=[O:16])=[CH:10][CH:9]=2)[CH2:4][CH2:3]1.[NH2:18][CH2:19][C@@H:20]([C:22]1[CH:23]=[CH:24][C:25]([OH:33])=[C:26]([NH:28][S:29]([CH3:32])(=[O:31])=[O:30])[CH:27]=1)[OH:21], predict the reaction product. The product is: [OH:21][C@H:20]([C:22]1[CH:23]=[CH:24][C:25]([OH:33])=[C:26]([NH:28][S:29]([CH3:32])(=[O:31])=[O:30])[CH:27]=1)[CH2:19][NH:18][CH:2]1[CH2:7][CH2:6][N:5]([C:8]2[CH:13]=[CH:12][C:11]([CH2:14][C:15]([OH:17])=[O:16])=[CH:10][CH:9]=2)[CH2:4][CH2:3]1. (6) Given the reactants [N+]([O-])(O)=O.[F:5][C:6]1[CH:11]=[CH:10][C:9]([S:12]([CH3:15])(=[O:14])=[O:13])=[CH:8][C:7]=1[N+:16]([O-:18])=[O:17].[Br:19]Br, predict the reaction product. The product is: [Br:19][C:11]1[CH:10]=[C:9]([S:12]([CH3:15])(=[O:14])=[O:13])[CH:8]=[C:7]([N+:16]([O-:18])=[O:17])[C:6]=1[F:5]. (7) Given the reactants [F:1][C:2]1[CH:11]=[CH:10][C:5]([C:6]([O:8][CH3:9])=[O:7])=[C:4]([OH:12])[CH:3]=1.C(=O)([O-])[O-].[K+].[K+].Br[CH:20]1[CH2:24][CH2:23][O:22][C:21]1=[O:25], predict the reaction product. The product is: [F:1][C:2]1[CH:11]=[CH:10][C:5]([C:6]([O:8][CH3:9])=[O:7])=[C:4]([O:12][CH:20]2[CH2:24][CH2:23][O:22][C:21]2=[O:25])[CH:3]=1. (8) Given the reactants Br[C:2]1[CH:3]=[C:4]([CH:9]=[CH:10][C:11]=1[O:12][CH:13]([CH3:15])[CH3:14])[C:5]([O:7]C)=[O:6].[F:16][C:17]([F:22])([F:21])C([O-])=O.[K+].C1(C)C=CC=CC=1.[OH-].[Na+], predict the reaction product. The product is: [CH:13]([O:12][C:11]1[CH:10]=[CH:9][C:4]([C:5]([OH:7])=[O:6])=[CH:3][C:2]=1[C:17]([F:22])([F:21])[F:16])([CH3:15])[CH3:14].